From a dataset of Full USPTO retrosynthesis dataset with 1.9M reactions from patents (1976-2016). Predict the reactants needed to synthesize the given product. (1) Given the product [NH:1]1[C:9]2[C:4](=[CH:5][CH:6]=[CH:7][CH:8]=2)[C:3]([CH2:10][NH:34][C:31]2[CH:30]=[CH:29][C:28]([NH:27][C:24]3[C:25]4[S:26][C:18]([C:12]5[CH:17]=[CH:16][CH:15]=[CH:14][CH:13]=5)=[CH:19][C:20]=4[N:21]=[CH:22][N:23]=3)=[CH:33][CH:32]=2)=[CH:2]1, predict the reactants needed to synthesize it. The reactants are: [NH:1]1[C:9]2[C:4](=[CH:5][CH:6]=[CH:7][CH:8]=2)[C:3]([CH:10]=O)=[CH:2]1.[C:12]1([C:18]2[S:26][C:25]3[C:24]([NH:27][C:28]4[CH:33]=[CH:32][C:31]([NH2:34])=[CH:30][CH:29]=4)=[N:23][CH:22]=[N:21][C:20]=3[CH:19]=2)[CH:17]=[CH:16][CH:15]=[CH:14][CH:13]=1. (2) Given the product [CH2:19]([O:21][C:22]([C:23]1[S:24][C:2]2[CH:9]=[CH:8][C:7]([N+:10]([O-:12])=[O:11])=[CH:6][C:3]=2[CH:4]=1)=[O:25])[CH3:20], predict the reactants needed to synthesize it. The reactants are: Cl[C:2]1[CH:9]=[CH:8][C:7]([N+:10]([O-:12])=[O:11])=[CH:6][C:3]=1[CH:4]=O.C([O-])([O-])=O.[K+].[K+].[CH2:19]([O:21][C:22](=[O:25])[CH2:23][SH:24])[CH3:20]. (3) Given the product [Br:1][C:2]1[CH:3]=[C:4]([CH:8]([O:12][CH2:11][CH2:10][OH:9])[C:17]#[N:18])[CH:5]=[CH:6][CH:7]=1, predict the reactants needed to synthesize it. The reactants are: [Br:1][C:2]1[CH:3]=[C:4]([CH:8]2[O:12][CH2:11][CH2:10][O:9]2)[CH:5]=[CH:6][CH:7]=1.C[Si]([C:17]#[N:18])(C)C.C(=O)(O)[O-].[Na+]. (4) Given the product [C@H:6]1([NH:3][C:4](=[O:15])[O:49][CH2:42][C:43]2[CH:48]=[CH:47][CH:46]=[CH:45][CH:44]=2)[CH2:7][CH2:38][C@H:33]([NH:32][C:30](=[O:31])[O:29][C:25]([CH3:28])([CH3:27])[CH3:26])[CH2:34][CH2:35]1, predict the reactants needed to synthesize it. The reactants are: C([N:3]([CH2:6][CH3:7])[CH2:4]C)C.C1(P(N=[N+]=[N-])(C2C=CC=CC=2)=[O:15])C=CC=CC=1.[C:25]([O:29][C:30]([NH:32][C@@H:33]1[CH2:38]C[C@H](C(O)=O)[CH2:35][CH2:34]1)=[O:31])([CH3:28])([CH3:27])[CH3:26].[CH2:42]([OH:49])[C:43]1[CH:48]=[CH:47][CH:46]=[CH:45][CH:44]=1. (5) Given the product [NH2:23][C:24]1[C:29]2=[C:30]([C:42]3[CH:43]=[CH:44][C:45]([NH:48][C:49]([NH:51][C:52]4[CH:57]=[C:56]([C:58]([F:60])([F:61])[F:59])[CH:55]=[CH:54][N:53]=4)=[O:50])=[CH:46][CH:47]=3)[C:31]([CH:40]=[O:41])=[C:32]([CH2:33][N:34]3[CH2:39][CH2:38][O:37][CH2:36][CH2:35]3)[N:28]2[N:27]=[CH:26][N:25]=1, predict the reactants needed to synthesize it. The reactants are: CC(OI1(OC(C)=O)(OC(C)=O)OC(=O)C2C=CC=CC1=2)=O.[NH2:23][C:24]1[C:29]2=[C:30]([C:42]3[CH:47]=[CH:46][C:45]([NH:48][C:49]([NH:51][C:52]4[CH:57]=[C:56]([C:58]([F:61])([F:60])[F:59])[CH:55]=[CH:54][N:53]=4)=[O:50])=[CH:44][CH:43]=3)[C:31]([CH2:40][OH:41])=[C:32]([CH2:33][N:34]3[CH2:39][CH2:38][O:37][CH2:36][CH2:35]3)[N:28]2[N:27]=[CH:26][N:25]=1. (6) Given the product [Cl:1][C:2]1[N:3]=[CH:4][C:5]([CH:8]([OH:9])[CH2:10][NH:11][CH2:12][CH2:13][OH:14])=[CH:6][CH:7]=1, predict the reactants needed to synthesize it. The reactants are: [Cl:1][C:2]1[CH:7]=[CH:6][C:5]([CH:8]2[CH2:10][O:9]2)=[CH:4][N:3]=1.[NH2:11][CH2:12][CH2:13][OH:14].CCOC(C)=O.C1COCC1. (7) Given the product [CH3:25][N:26]1[CH:30]=[C:29]([S:31]([N:12]2[C:13]3[C:9](=[C:8]4[CH:2]([CH3:1])[N:3]([C:16]([O:18][C:19]([CH3:21])([CH3:20])[CH3:22])=[O:17])[CH2:4][CH2:5][O:6][C:7]4=[CH:15][CH:14]=3)[CH:10]=[CH:11]2)(=[O:33])=[O:32])[N:28]=[C:27]1[CH3:35], predict the reactants needed to synthesize it. The reactants are: [CH3:1][CH:2]1[C:8]2=[C:9]3[C:13](=[CH:14][CH:15]=[C:7]2[O:6][CH2:5][CH2:4][N:3]1[C:16]([O:18][C:19]([CH3:22])([CH3:21])[CH3:20])=[O:17])[NH:12][CH:11]=[CH:10]3.[H-].[Na+].[CH3:25][N:26]1[CH:30]=[C:29]([S:31](Cl)(=[O:33])=[O:32])[N:28]=[C:27]1[CH3:35]. (8) The reactants are: Br[C:2]1[CH:3]=[CH:4][C:5]([C:8]2[N:9]([CH2:17][O:18][CH2:19][CH2:20][Si:21]([CH3:24])([CH3:23])[CH3:22])[CH:10]=[C:11]([C:13]([F:16])([F:15])[F:14])[N:12]=2)=[N:6][CH:7]=1.[CH3:25][C:26]([CH3:49])([CH2:31][O:32][C:33]1[CH:38]=[C:37]([CH3:39])[C:36](B2OC(C)(C)C(C)(C)O2)=[CH:35][N:34]=1)[C:27]([O:29][CH3:30])=[O:28].P([O-])([O-])([O-])=O.[K+].[K+].[K+].C1(P(C2CCCCC2)C2C=CC=CC=2C2C(OC)=CC=CC=2OC)CCCCC1.C(=O)(O)[O-].[Na+]. Given the product [CH3:25][C:26]([CH3:49])([CH2:31][O:32][C:33]1[N:34]=[CH:35][C:36]([C:2]2[CH:7]=[N:6][C:5]([C:8]3[N:9]([CH2:17][O:18][CH2:19][CH2:20][Si:21]([CH3:24])([CH3:23])[CH3:22])[CH:10]=[C:11]([C:13]([F:16])([F:15])[F:14])[N:12]=3)=[CH:4][CH:3]=2)=[C:37]([CH3:39])[CH:38]=1)[C:27]([O:29][CH3:30])=[O:28], predict the reactants needed to synthesize it. (9) Given the product [CH3:1][O:2][C:3]1[CH:23]=[CH:22][C:6]2[CH2:7][CH2:8][NH:9][CH2:10][CH2:11][C:5]=2[CH:4]=1, predict the reactants needed to synthesize it. The reactants are: [CH3:1][O:2][C:3]1[CH:23]=[CH:22][C:6]2[CH2:7][CH2:8][N:9](S(C3C=CC(C)=CC=3)(=O)=O)[CH2:10][CH2:11][C:5]=2[CH:4]=1.[H-].[H-].[H-].[H-].[Li+].[Al+3].O.[OH-].[Na+]. (10) Given the product [CH3:42][C:40]1[S:41][C:37]([C:16]2[CH:15]=[CH:14][C:13]([C@@H:11]([N:7]3[CH2:6][CH2:5][C@:4]([CH2:3][C:2]([OH:1])([CH3:34])[CH3:35])([C:28]4[CH:33]=[CH:32][CH:31]=[CH:30][CH:29]=4)[O:9][C:8]3=[O:10])[CH3:12])=[CH:18][CH:17]=2)=[C:38]([CH3:43])[N:39]=1, predict the reactants needed to synthesize it. The reactants are: [OH:1][C:2]([CH3:35])([CH3:34])[CH2:3][C@@:4]1([C:28]2[CH:33]=[CH:32][CH:31]=[CH:30][CH:29]=2)[O:9][C:8](=[O:10])[N:7]([C@H:11]([C:13]2[CH:18]=[CH:17][C:16](B3OC(C)(C)C(C)(C)O3)=[CH:15][CH:14]=2)[CH3:12])[CH2:6][CH2:5]1.Br[C:37]1[S:41][C:40]([CH3:42])=[N:39][C:38]=1[CH3:43].